This data is from Peptide-MHC class II binding affinity with 134,281 pairs from IEDB. The task is: Regression. Given a peptide amino acid sequence and an MHC pseudo amino acid sequence, predict their binding affinity value. This is MHC class II binding data. (1) The peptide sequence is EKKEFAATQFEPLAA. The MHC is HLA-DQA10101-DQB10501 with pseudo-sequence HLA-DQA10101-DQB10501. The binding affinity (normalized) is 0.515. (2) The peptide sequence is EDNFFLFGAKADQVA. The MHC is DRB3_0202 with pseudo-sequence DRB3_0202. The binding affinity (normalized) is 0.402. (3) The peptide sequence is RVPEDLLAMVVAVEQ. The MHC is DRB1_1501 with pseudo-sequence DRB1_1501. The binding affinity (normalized) is 0.433. (4) The peptide sequence is ATPPGTSDEFPHSNG. The MHC is HLA-DQA10201-DQB10301 with pseudo-sequence HLA-DQA10201-DQB10301. The binding affinity (normalized) is 0.